Dataset: Forward reaction prediction with 1.9M reactions from USPTO patents (1976-2016). Task: Predict the product of the given reaction. (1) Given the reactants [F:1][C:2]1[CH:10]=[C:9]2[C:5]([CH:6]=[N:7][N:8]2COCC[Si](C)(C)C)=[CH:4][C:3]=1[CH:19]([C:21]1[N:25]2[N:26]=[C:27]([C:30]3[CH:31]=[N:32][N:33]([CH3:35])[CH:34]=3)[CH:28]=[CH:29][C:24]2=[N:23][CH:22]=1)O.FC1C(C(C2N3N=C(C4C=NN(C)C=4)C=CC3=NC=2)O)=CC2C(C=1)=NN(COCC[Si](C)(C)C)C=2.II.O[PH2]=O, predict the reaction product. The product is: [F:1][C:2]1[CH:10]=[C:9]2[C:5]([CH:6]=[N:7][NH:8]2)=[CH:4][C:3]=1[CH2:19][C:21]1[N:25]2[N:26]=[C:27]([C:30]3[CH:31]=[N:32][N:33]([CH3:35])[CH:34]=3)[CH:28]=[CH:29][C:24]2=[N:23][CH:22]=1. (2) Given the reactants Cl[C:2]1[S:6][N:5]=[C:4]([C:7]2[CH:11]=[CH:10][O:9][CH:8]=2)[N:3]=1.FC(F)(F)C(O)=O.[O:19]1[C:23]2[CH:24]=[CH:25][CH:26]=[CH:27][C:22]=2[C:21]([NH:28][C:29]([N:31]2[CH2:36][CH2:35][NH:34][CH2:33][CH2:32]2)=[O:30])=[N:20]1.C(N(CC)CC)C.O, predict the reaction product. The product is: [O:19]1[C:23]2[CH:24]=[CH:25][CH:26]=[CH:27][C:22]=2[C:21]([NH:28][C:29]([N:31]2[CH2:36][CH2:35][N:34]([C:2]3[S:6][N:5]=[C:4]([C:7]4[CH:11]=[CH:10][O:9][CH:8]=4)[N:3]=3)[CH2:33][CH2:32]2)=[O:30])=[N:20]1. (3) Given the reactants [CH3:1][O:2][C:3]([C:5]1[CH:6]=[C:7]2[CH:13]=[C:12]([C:14](=[O:25])[NH:15][CH:16]3[CH2:21][CH2:20][N:19]([CH:22]([CH3:24])[CH3:23])[CH2:18][CH2:17]3)[NH:11][C:8]2=[N:9][CH:10]=1)=[O:4].[H-].[Na+].Br[CH2:29][C:30]1[CH:34]=[C:33]([C:35]2[S:36][C:37]([Cl:40])=[CH:38][CH:39]=2)[O:32][N:31]=1.O, predict the reaction product. The product is: [CH3:1][O:2][C:3]([C:5]1[CH:6]=[C:7]2[CH:13]=[C:12]([C:14](=[O:25])[NH:15][CH:16]3[CH2:21][CH2:20][N:19]([CH:22]([CH3:23])[CH3:24])[CH2:18][CH2:17]3)[N:11]([CH2:29][C:30]3[CH:34]=[C:33]([C:35]4[S:36][C:37]([Cl:40])=[CH:38][CH:39]=4)[O:32][N:31]=3)[C:8]2=[N:9][CH:10]=1)=[O:4]. (4) Given the reactants Br[CH2:2][C:3]1[CH:23]=[CH:22][C:6]([CH2:7][N:8]2[CH2:13][CH2:12][C:11]3([C:21]4[C:16](=[CH:17][CH:18]=[CH:19][CH:20]=4)[CH2:15][CH2:14]3)[CH2:10][CH2:9]2)=[CH:5][CH:4]=1.[F:24][C:25]1[CH:30]=[C:29]([OH:31])[CH:28]=[CH:27][C:26]=1[CH2:32][CH2:33][C:34]([O:36][CH2:37][CH3:38])=[O:35].C([O-])([O-])=O.[K+].[K+], predict the reaction product. The product is: [F:24][C:25]1[CH:30]=[C:29]([O:31][CH2:2][C:3]2[CH:23]=[CH:22][C:6]([CH2:7][N:8]3[CH2:13][CH2:12][C:11]4([C:21]5[C:16](=[CH:17][CH:18]=[CH:19][CH:20]=5)[CH2:15][CH2:14]4)[CH2:10][CH2:9]3)=[CH:5][CH:4]=2)[CH:28]=[CH:27][C:26]=1[CH2:32][CH2:33][C:34]([O:36][CH2:37][CH3:38])=[O:35]. (5) Given the reactants [F:1][C:2]([F:14])([F:13])[CH2:3][CH2:4][CH:5]([OH:12])[CH2:6][CH2:7][C:8]([F:11])([F:10])[F:9].[Cr](Cl)([O-])(=O)=O.[NH+]1C=CC=CC=1, predict the reaction product. The product is: [F:1][C:2]([F:13])([F:14])[CH2:3][CH2:4][C:5](=[O:12])[CH2:6][CH2:7][C:8]([F:10])([F:11])[F:9]. (6) The product is: [Br:18][C:15]1[CH:16]=[CH:17][C:12]([O:11][CH2:10][C:6]2[CH:5]=[C:4]([CH:9]=[CH:8][CH:7]=2)[C:3]([OH:20])=[O:2])=[C:13]([F:19])[CH:14]=1. Given the reactants C[O:2][C:3](=[O:20])[C:4]1[CH:9]=[CH:8][CH:7]=[C:6]([CH2:10][O:11][C:12]2[CH:17]=[CH:16][C:15]([Br:18])=[CH:14][C:13]=2[F:19])[CH:5]=1.[OH-].[Li+].Cl, predict the reaction product. (7) Given the reactants Cl.[OH:2][CH2:3][C:4]1[N:5]=[CH:6][NH:7][CH:8]=1.C(N(CC)CC)C.Cl[C:17]([C:30]1[CH:35]=[CH:34][CH:33]=[CH:32][CH:31]=1)([C:24]1[CH:29]=[CH:28][CH:27]=[CH:26][CH:25]=1)[C:18]1[CH:23]=[CH:22][CH:21]=[CH:20][CH:19]=1, predict the reaction product. The product is: [C:18]1([C:17]([C:24]2[CH:25]=[CH:26][CH:27]=[CH:28][CH:29]=2)([C:30]2[CH:31]=[CH:32][CH:33]=[CH:34][CH:35]=2)[N:7]2[CH:8]=[C:4]([CH2:3][OH:2])[N:5]=[CH:6]2)[CH:19]=[CH:20][CH:21]=[CH:22][CH:23]=1. (8) Given the reactants [H-].[Al+3].[Li+].[H-].[H-].[H-].[F:7][CH:8]([F:19])[C:9]1[CH:18]=[CH:17][C:12]([C:13](OC)=[O:14])=[CH:11][CH:10]=1.O.[OH-].[Na+], predict the reaction product. The product is: [F:7][CH:8]([F:19])[C:9]1[CH:10]=[CH:11][C:12]([CH2:13][OH:14])=[CH:17][CH:18]=1.